From a dataset of Full USPTO retrosynthesis dataset with 1.9M reactions from patents (1976-2016). Predict the reactants needed to synthesize the given product. (1) Given the product [F:30][C:23]1[CH:24]=[CH:25][C:26]([OH:28])=[CH:27][C:22]=1[CH:11]1[CH2:10][CH2:9][CH2:8][C:7]2[CH:14]=[C:3]([O:2][CH3:1])[CH:4]=[CH:5][C:6]=2[C:12]1=[O:13], predict the reactants needed to synthesize it. The reactants are: [CH3:1][O:2][C:3]1[CH:4]=[CH:5][C:6]2[C:12](=[O:13])[CH2:11][CH2:10][CH2:9][CH2:8][C:7]=2[CH:14]=1.CC(C)([O-])C.[Na+].Cl[C:22]1[CH:27]=[C:26]([O:28]C)[CH:25]=[CH:24][C:23]=1[F:30].O. (2) Given the product [CH2:39]([CH:38]([C:37]1[C:32]2[N:33]([C:29]([C:27]3[S:28][C:24]([C:4]4[O:3][C:2]([CH3:1])=[CH:6][CH:5]=4)=[CH:25][C:26]=3[CH3:45])=[C:30]([CH3:44])[N:31]=2)[N:34]=[C:35]([CH3:43])[CH:36]=1)[CH2:41][CH3:42])[CH3:40], predict the reactants needed to synthesize it. The reactants are: [CH3:1][C:2]1[O:3][CH:4]=[CH:5][CH:6]=1.C([Li])(C)(C)C.CCCCCC.C1COCC1.Br[C:24]1[S:28][C:27]([C:29]2[N:33]3[N:34]=[C:35]([CH3:43])[CH:36]=[C:37]([CH:38]([CH2:41][CH3:42])[CH2:39][CH3:40])[C:32]3=[N:31][C:30]=2[CH3:44])=[C:26]([CH3:45])[CH:25]=1. (3) Given the product [F:25][C:22]1[CH:23]=[CH:24][C:5]([S:2](=[O:4])(=[O:3])[NH:26][C:27]2[CH:28]=[CH:29][C:30]3[C@H:31]4[CH2:41][C@H:32]4[CH2:33][O:34][C:35]=3[C:36]=2[C:37]([O:39][CH3:40])=[O:38])=[C:6]([CH:21]=1)[CH2:7][O:8][C@H:9]1[CH2:13][CH2:12][N:11]([C:14]([O:16][C:17]([CH3:20])([CH3:19])[CH3:18])=[O:15])[CH2:10]1, predict the reactants needed to synthesize it. The reactants are: Cl[S:2]([C:5]1[CH:24]=[CH:23][C:22]([F:25])=[CH:21][C:6]=1[CH2:7][O:8][C@H:9]1[CH2:13][CH2:12][N:11]([C:14]([O:16][C:17]([CH3:20])([CH3:19])[CH3:18])=[O:15])[CH2:10]1)(=[O:4])=[O:3].[NH2:26][C:27]1[C:36]([C:37]([O:39][CH3:40])=[O:38])=[C:35]2[C:30]([C@H:31]3[CH2:41][C@H:32]3[CH2:33][O:34]2)=[CH:29][CH:28]=1. (4) Given the product [CH2:1]([O:8][C:9]1[CH:18]=[C:17]2[C:12]([CH2:13][CH2:14][C:15]([CH2:46][CH3:47])([C:19]([O:21][CH2:22][CH3:23])=[O:20])[O:16]2)=[CH:11][CH:10]=1)[C:2]1[CH:7]=[CH:6][CH:5]=[CH:4][CH:3]=1, predict the reactants needed to synthesize it. The reactants are: [CH2:1]([O:8][C:9]1[CH:18]=[C:17]2[C:12]([CH2:13][CH2:14][CH:15]([C:19]([O:21][CH2:22][CH3:23])=[O:20])[O:16]2)=[CH:11][CH:10]=1)[C:2]1[CH:7]=[CH:6][CH:5]=[CH:4][CH:3]=1.CN(C)P(N(C)C)(N(C)C)=O.C[Si]([N-][Si](C)(C)C)(C)C.[Na+].I[CH2:46][CH3:47]. (5) Given the product [CH2:8]([O:15][C:18](=[O:17])[CH2:19][C@@H:20]([OH:25])[CH2:21][C:22]([NH2:24])=[O:23])[C:9]1[CH:14]=[CH:13][CH:12]=[CH:11][CH:10]=1, predict the reactants needed to synthesize it. The reactants are: C(O)(CC)(C)C.N.[CH2:8]([OH:15])[C:9]1[CH:14]=[CH:13][CH:12]=[CH:11][CH:10]=1.C[O:17][C:18](=O)[CH2:19][C@@H:20]([OH:25])[CH2:21][C:22]([NH2:24])=[O:23].C(O)(=O)C(C(C(O)=O)O)O.